Dataset: Reaction yield outcomes from USPTO patents with 853,638 reactions. Task: Predict the reaction yield, written as a fraction of the theoretical maximum amount of product (1.0 means a 100% yield; for example, 0.34 means a 34% yield). (1) The product is [CH3:1][S:2][C:3]1[S:4][C:5]2[CH:11]=[C:10]([O:12][C:14]3[CH:19]=[CH:18][N:17]=[C:16]([C:20]([O:22][C:23]([CH3:26])([CH3:25])[CH3:24])=[O:21])[CH:15]=3)[CH:9]=[CH:8][C:6]=2[N:7]=1. The catalyst is CN(C)C=O. The yield is 0.620. The reactants are [CH3:1][S:2][C:3]1[S:4][C:5]2[CH:11]=[C:10]([OH:12])[CH:9]=[CH:8][C:6]=2[N:7]=1.Cl[C:14]1[CH:19]=[CH:18][N:17]=[C:16]([C:20]([O:22][C:23]([CH3:26])([CH3:25])[CH3:24])=[O:21])[CH:15]=1.C(=O)([O-])[O-].[Cs+].[Cs+].O. (2) The reactants are [CH2:1](Br)[C:2]1[CH:7]=[CH:6][CH:5]=[CH:4][CH:3]=1.[C:9]([O:13][C:14]([NH:16][C@@H:17]([C@H:21]([OH:30])[C:22]1[CH:27]=[CH:26][C:25]([O:28][CH3:29])=[CH:24][CH:23]=1)[C:18]([OH:20])=[O:19])=[O:15])([CH3:12])([CH3:11])[CH3:10].C([O-])([O-])=O.[Cs+].[Cs+].O. The catalyst is CN(C=O)C. The product is [C:9]([O:13][C:14]([NH:16][C@@H:17]([C@H:21]([OH:30])[C:22]1[CH:27]=[CH:26][C:25]([O:28][CH3:29])=[CH:24][CH:23]=1)[C:18]([O:20][CH2:1][C:2]1[CH:7]=[CH:6][CH:5]=[CH:4][CH:3]=1)=[O:19])=[O:15])([CH3:12])([CH3:11])[CH3:10]. The yield is 0.660. (3) The reactants are [Cl:1][CH:2](C1C=CC(Cl)=CC=1)[CH:3]1[CH2:8][CH2:7][N:6]([CH3:9])[CH2:5][CH2:4]1.N1CCNCC1.C([O-])([O-])=[O:24].[K+].[K+]. The catalyst is CC(=O)CC. The product is [CH3:9][N:6]1[CH2:7][CH2:8][CH:3]([C:2]([Cl:1])=[O:24])[CH2:4][CH2:5]1. The yield is 0.620. (4) The reactants are [CH2:1]([O:5][C:6]1[C:15]2[C:10](=[CH:11][C:12]([F:16])=[CH:13][CH:14]=2)[C:9](=[O:17])[N:8]([CH2:18][C:19]([CH3:22])([CH3:21])[CH3:20])[C:7]=1[CH2:23]O)[CH2:2][CH2:3][CH3:4].S(Cl)([Cl:27])=O.C(=O)([O-])O.[Na+]. The catalyst is O1CCCC1.C1(C)C=CC=CC=1. The product is [CH2:1]([O:5][C:6]1[C:15]2[C:10](=[CH:11][C:12]([F:16])=[CH:13][CH:14]=2)[C:9](=[O:17])[N:8]([CH2:18][C:19]([CH3:22])([CH3:21])[CH3:20])[C:7]=1[CH2:23][Cl:27])[CH2:2][CH2:3][CH3:4]. The yield is 0.826. (5) The reactants are [Cl:1][C:2]1[CH:3]=[C:4]2[CH:10]=[CH:9]NC2=NC=1.[CH2:11]1[N:16]2[CH2:17][N:16]3[CH2:11][N:12]([CH2:13]2)[CH2:13][N:12]1[CH2:17]3.[OH2:21]. The catalyst is C(O)(=O)C. The product is [Cl:1][C:2]1[CH:3]=[C:4]2[C:10]([CH:9]=[O:21])=[CH:17][NH:16][C:11]2=[N:12][CH:13]=1. The yield is 0.590. (6) The reactants are Cl[C:2]1[CH:11]=[C:10]([C:12]#[N:13])[C:5]([C:6]([O:8][CH3:9])=[O:7])=[C:4]([C:14]2[CH:15]=[N:16][N:17]([CH3:19])[CH:18]=2)[N:3]=1.[NH2:20][C@H:21]([CH2:25][CH:26]([CH3:28])[CH3:27])[C:22]([NH2:24])=[O:23].O. The catalyst is CC(N(C)C)=O. The product is [NH2:24][C:22](=[O:23])[C@H:21]([NH:20][C:2]1[CH:11]=[C:10]([C:12]#[N:13])[C:5]([C:6]([O:8][CH3:9])=[O:7])=[C:4]([C:14]2[CH:15]=[N:16][N:17]([CH3:19])[CH:18]=2)[N:3]=1)[CH2:25][CH:26]([CH3:28])[CH3:27]. The yield is 0.110. (7) The reactants are [C@H]1(N)[CH2:6][CH2:5][CH2:4][CH2:3][C@@H:2]1[NH2:7].[C:9]([O-:12])([O-])=O.[Cs+].[Cs+].[Cl:15][C:16]1[CH:17]=[C:18]2[C:23](=[CH:24][CH:25]=1)[C:22](=[O:26])[NH:21][CH2:20][CH2:19]2.BrC1C(C=O)=CC=NC=1. The catalyst is O1CCOCC1.[Cu]I.O. The product is [Cl:15][C:16]1[CH:17]=[C:18]2[C:23](=[CH:24][CH:25]=1)[C:22](=[O:26])[N:21]([C:3]1[CH:4]=[C:5]([CH:9]=[O:12])[CH:6]=[N:7][CH:2]=1)[CH2:20][CH2:19]2. The yield is 0.700. (8) The yield is 0.756. The reactants are [NH2:1][C:2]1[C:3]([CH3:9])=[CH:4][C:5]([OH:8])=[CH:6][CH:7]=1.[H-].[Na+].[CH2:12](Br)[C:13]1[CH:18]=[CH:17][CH:16]=[CH:15][CH:14]=1.O. The product is [CH2:12]([O:8][C:5]1[CH:6]=[CH:7][C:2]([NH2:1])=[C:3]([CH3:9])[CH:4]=1)[C:13]1[CH:18]=[CH:17][CH:16]=[CH:15][CH:14]=1. The catalyst is CS(C)=O.CCCCCC.C(OCC)(=O)C.C(OCC)C.O1CCCC1. (9) The reactants are [C:1]([O:5][C:6]([N:8]1[CH2:13][CH2:12][C:11]([CH2:22][NH2:23])([NH:14][C:15]([O:17][C:18]([CH3:21])([CH3:20])[CH3:19])=[O:16])[CH2:10][CH2:9]1)=[O:7])([CH3:4])([CH3:3])[CH3:2].C(N(CC)CC)C.[Cl:31][C:32]1[CH:40]=[CH:39][C:35]([C:36](Cl)=[O:37])=[CH:34][CH:33]=1.[OH-].[Na+]. The catalyst is ClCCl.O. The product is [C:1]([O:5][C:6]([N:8]1[CH2:13][CH2:12][C:11]([NH:14][C:15]([O:17][C:18]([CH3:21])([CH3:20])[CH3:19])=[O:16])([CH2:22][NH:23][C:36](=[O:37])[C:35]2[CH:39]=[CH:40][C:32]([Cl:31])=[CH:33][CH:34]=2)[CH2:10][CH2:9]1)=[O:7])([CH3:4])([CH3:3])[CH3:2]. The yield is 0.350. (10) The reactants are [Br:1][C:2]1[CH:3]=[C:4]2[C:10](I)=[CH:9][N:8]([S:12]([C:15]3[CH:21]=[CH:20][C:18]([CH3:19])=[CH:17][CH:16]=3)(=[O:14])=[O:13])[C:5]2=[N:6][CH:7]=1.CO[C:24]1[CH:29]=[CH:28][N:27]=[C:26](B(O)O)[CH:25]=1.[C:33]([O-:36])([O-])=O.[Cs+].[Cs+].[CH3:39]N(C=O)C. The catalyst is C1C=CC(P(C2C=CC=CC=2)[C-]2C=CC=C2)=CC=1.C1C=CC(P(C2C=CC=CC=2)[C-]2C=CC=C2)=CC=1.[Fe+2].C([O-])(=O)C.[Pd+2].C([O-])(=O)C. The product is [Br:1][C:2]1[CH:3]=[C:4]2[C:10]([C:26]3[CH:25]=[CH:24][C:29]([O:36][CH3:33])=[CH:28][N:27]=3)=[C:9]([CH3:39])[N:8]([S:12]([C:15]3[CH:21]=[CH:20][C:18]([CH3:19])=[CH:17][CH:16]=3)(=[O:14])=[O:13])[C:5]2=[N:6][CH:7]=1. The yield is 0.500.